This data is from Full USPTO retrosynthesis dataset with 1.9M reactions from patents (1976-2016). The task is: Predict the reactants needed to synthesize the given product. Given the product [CH2:12]([C:14]1[CH:15]=[C:16]([NH:23][C:24]([C:25]2([CH3:27])[CH2:26][O:6]2)=[O:28])[CH:17]=[CH:18][C:19]=1[N+:20]([O-:22])=[O:21])[CH3:13], predict the reactants needed to synthesize it. The reactants are: ClC1C=C(C=CC=1)C(OO)=[O:6].[CH2:12]([C:14]1[CH:15]=[C:16]([NH:23][C:24](=[O:28])[C:25]([CH3:27])=[CH2:26])[CH:17]=[CH:18][C:19]=1[N+:20]([O-:22])=[O:21])[CH3:13].C(C1C=C(C)C=C(C(C)(C)C)C=1O)(C)(C)C.